This data is from NCI-60 drug combinations with 297,098 pairs across 59 cell lines. The task is: Regression. Given two drug SMILES strings and cell line genomic features, predict the synergy score measuring deviation from expected non-interaction effect. (1) Drug 1: CC12CCC3C(C1CCC2=O)CC(=C)C4=CC(=O)C=CC34C. Drug 2: C1C(C(OC1N2C=NC3=C2NC=NCC3O)CO)O. Cell line: A498. Synergy scores: CSS=29.7, Synergy_ZIP=0.0514, Synergy_Bliss=1.14, Synergy_Loewe=0.292, Synergy_HSA=0.251. (2) Drug 1: CC12CCC3C(C1CCC2O)C(CC4=C3C=CC(=C4)O)CCCCCCCCCS(=O)CCCC(C(F)(F)F)(F)F. Drug 2: C1=NC2=C(N=C(N=C2N1C3C(C(C(O3)CO)O)F)Cl)N. Cell line: RXF 393. Synergy scores: CSS=-4.57, Synergy_ZIP=2.33, Synergy_Bliss=-0.100, Synergy_Loewe=-3.87, Synergy_HSA=-4.06. (3) Drug 1: CS(=O)(=O)C1=CC(=C(C=C1)C(=O)NC2=CC(=C(C=C2)Cl)C3=CC=CC=N3)Cl. Drug 2: CS(=O)(=O)CCNCC1=CC=C(O1)C2=CC3=C(C=C2)N=CN=C3NC4=CC(=C(C=C4)OCC5=CC(=CC=C5)F)Cl. Cell line: HOP-92. Synergy scores: CSS=7.38, Synergy_ZIP=-1.63, Synergy_Bliss=0.461, Synergy_Loewe=-1.45, Synergy_HSA=-0.228. (4) Drug 1: CC1=C2C(C(=O)C3(C(CC4C(C3C(C(C2(C)C)(CC1OC(=O)C(C(C5=CC=CC=C5)NC(=O)OC(C)(C)C)O)O)OC(=O)C6=CC=CC=C6)(CO4)OC(=O)C)O)C)O. Drug 2: CC1=C(N=C(N=C1N)C(CC(=O)N)NCC(C(=O)N)N)C(=O)NC(C(C2=CN=CN2)OC3C(C(C(C(O3)CO)O)O)OC4C(C(C(C(O4)CO)O)OC(=O)N)O)C(=O)NC(C)C(C(C)C(=O)NC(C(C)O)C(=O)NCCC5=NC(=CS5)C6=NC(=CS6)C(=O)NCCC[S+](C)C)O. Cell line: DU-145. Synergy scores: CSS=34.8, Synergy_ZIP=2.18, Synergy_Bliss=3.88, Synergy_Loewe=3.76, Synergy_HSA=4.90. (5) Drug 1: COC1=C(C=C2C(=C1)N=CN=C2NC3=CC(=C(C=C3)F)Cl)OCCCN4CCOCC4. Drug 2: CCCCC(=O)OCC(=O)C1(CC(C2=C(C1)C(=C3C(=C2O)C(=O)C4=C(C3=O)C=CC=C4OC)O)OC5CC(C(C(O5)C)O)NC(=O)C(F)(F)F)O. Cell line: A549. Synergy scores: CSS=24.7, Synergy_ZIP=-3.88, Synergy_Bliss=-0.586, Synergy_Loewe=0.370, Synergy_HSA=0.919. (6) Drug 1: C1C(C(OC1N2C=C(C(=O)NC2=O)F)CO)O. Drug 2: C(CCl)NC(=O)N(CCCl)N=O. Cell line: SNB-19. Synergy scores: CSS=21.5, Synergy_ZIP=-8.20, Synergy_Bliss=-1.12, Synergy_Loewe=-13.7, Synergy_HSA=-0.189. (7) Drug 1: COC1=CC(=CC(=C1O)OC)C2C3C(COC3=O)C(C4=CC5=C(C=C24)OCO5)OC6C(C(C7C(O6)COC(O7)C8=CC=CS8)O)O. Drug 2: N.N.Cl[Pt+2]Cl. Cell line: OVCAR-5. Synergy scores: CSS=6.60, Synergy_ZIP=-3.76, Synergy_Bliss=1.30, Synergy_Loewe=-15.3, Synergy_HSA=0.464.